This data is from Forward reaction prediction with 1.9M reactions from USPTO patents (1976-2016). The task is: Predict the product of the given reaction. (1) Given the reactants Br[C:2]1[CH:3]=[C:4]2[C:9](=[CH:10][CH:11]=1)[C:8](=[O:12])[NH:7][N:6]=[C:5]2[Cl:13].[N:14]1([C:19]2[N:24]=[C:23]([CH2:25][NH2:26])[CH:22]=[CH:21][CH:20]=2)[CH2:18][CH2:17][CH2:16][CH2:15]1.C1C=CC(P(C2C(C3C(P(C4C=CC=CC=4)C4C=CC=CC=4)=CC=C4C=3C=CC=C4)=C3C(C=CC=C3)=CC=2)C2C=CC=CC=2)=CC=1.CC([O-])(C)C.[Na+], predict the reaction product. The product is: [Cl:13][C:5]1[C:4]2[C:9](=[CH:10][CH:11]=[C:2]([NH:26][CH2:25][C:23]3[CH:22]=[CH:21][CH:20]=[C:19]([N:14]4[CH2:18][CH2:17][CH2:16][CH2:15]4)[N:24]=3)[CH:3]=2)[C:8](=[O:12])[NH:7][N:6]=1. (2) Given the reactants CO[C:3](=[O:34])[C@@H:4]([NH:26][CH2:27][C:28]1[CH:33]=[CH:32][CH:31]=[CH:30][CH:29]=1)[CH2:5][S:6][C:7]([C:20]1[CH:25]=[CH:24][CH:23]=[CH:22][CH:21]=1)([C:14]1[CH:19]=[CH:18][CH:17]=[CH:16][CH:15]=1)[C:8]1[CH:13]=[CH:12][CH:11]=[CH:10][CH:9]=1.[CH:35]([N:38](C(C)C)CC)(C)[CH3:36].BrCC(Br)=[O:47], predict the reaction product. The product is: [CH2:27]([N:26]1[C@@H:4]([CH2:5][S:6][C:7]([C:14]2[CH:19]=[CH:18][CH:17]=[CH:16][CH:15]=2)([C:20]2[CH:21]=[CH:22][CH:23]=[CH:24][CH:25]=2)[C:8]2[CH:9]=[CH:10][CH:11]=[CH:12][CH:13]=2)[C:3](=[O:34])[NH:38][CH2:35][C:36]1=[O:47])[C:28]1[CH:33]=[CH:32][CH:31]=[CH:30][CH:29]=1. (3) Given the reactants [C:1]([C:3]1[CH:4]=[C:5]([C:9]2[CH:14]=[CH:13][C:12]([C:15]([CH3:20])([CH3:19])[C:16]([OH:18])=O)=[CH:11][CH:10]=2)[CH:6]=[N:7][CH:8]=1)#[N:2].[CH3:21][CH2:22][CH:23]([NH2:26])[CH2:24][CH3:25], predict the reaction product. The product is: [C:1]([C:3]1[CH:4]=[C:5]([C:9]2[CH:10]=[CH:11][C:12]([C:15]([CH3:20])([CH3:19])[C:16]([NH:26][CH:23]([CH2:24][CH3:25])[CH2:22][CH3:21])=[O:18])=[CH:13][CH:14]=2)[CH:6]=[N:7][CH:8]=1)#[N:2]. (4) Given the reactants [CH2:1]([N:4]1[C:12]2[C:7](=[C:8]([O:14][C:15]([F:18])([F:17])[F:16])[CH:9]=[CH:10][C:11]=2[F:13])[C:6]([C:19](=[O:24])C(F)(F)F)=[CH:5]1)[CH2:2][CH3:3].[OH-:25].[Na+], predict the reaction product. The product is: [CH2:1]([N:4]1[C:12]2[C:7](=[C:8]([O:14][C:15]([F:17])([F:16])[F:18])[CH:9]=[CH:10][C:11]=2[F:13])[C:6]([C:19]([OH:24])=[O:25])=[CH:5]1)[CH2:2][CH3:3].